From a dataset of Reaction yield outcomes from USPTO patents with 853,638 reactions. Predict the reaction yield, written as a fraction of the theoretical maximum amount of product (1.0 means a 100% yield; for example, 0.34 means a 34% yield). (1) The reactants are C[O:2][C:3]([C:5]1[CH:9]=[C:8]([C:10]2[CH:14]=[CH:13][N:12]([CH3:15])[CH:11]=2)[N:7]([C:16]2[N:17]=[N:18][C:19](Cl)=[CH:20][CH:21]=2)[N:6]=1)=[O:4].[CH3:23][O-:24].[Na+].[OH-].[Na+]. The catalyst is CO.O1CCCC1. The product is [CH3:23][O:24][C:19]1[N:18]=[N:17][C:16]([N:7]2[C:8]([C:10]3[CH:14]=[CH:13][N:12]([CH3:15])[CH:11]=3)=[CH:9][C:5]([C:3]([OH:2])=[O:4])=[N:6]2)=[CH:21][CH:20]=1. The yield is 0.390. (2) The reactants are [OH:1][C:2]1[C@H:11]2[C@H:6]([C@H:7]3[CH2:12][C@@H:10]2[CH2:9][CH2:8]3)[N:5]([CH2:13][CH2:14][CH:15]([CH3:17])[CH3:16])[C:4](=[O:18])[C:3]=1[C:19]1[NH:24][C:23]2[CH:25]=[CH:26][C:27]([NH:29][S:30]([CH3:33])(=[O:32])=[O:31])=[CH:28][C:22]=2[S:21](=[O:35])(=[O:34])[N:20]=1.[C:36](=O)([O-])[O-].[K+].[K+].IC. The catalyst is CN(C)C=O. The product is [OH:1][C:2]1[C@H:11]2[C@H:6]([C@H:7]3[CH2:12][C@@H:10]2[CH2:9][CH2:8]3)[N:5]([CH2:13][CH2:14][CH:15]([CH3:17])[CH3:16])[C:4](=[O:18])[C:3]=1[C:19]1[NH:24][C:23]2[CH:25]=[CH:26][C:27]([N:29]([CH3:36])[S:30]([CH3:33])(=[O:32])=[O:31])=[CH:28][C:22]=2[S:21](=[O:35])(=[O:34])[N:20]=1. The yield is 0.564. (3) The reactants are [Br:1][C:2]1[CH:17]=[CH:16][C:5]([CH2:6][CH:7]([C:12](=O)[CH2:13][CH3:14])[C:8](=O)[CH2:9][CH3:10])=[CH:4][CH:3]=1.[NH2:18][NH2:19]. The catalyst is C(O)C. The product is [Br:1][C:2]1[CH:17]=[CH:16][C:5]([CH2:6][C:7]2[C:12]([CH2:13][CH3:14])=[N:18][NH:19][C:8]=2[CH2:9][CH3:10])=[CH:4][CH:3]=1. The yield is 0.458. (4) The reactants are [CH2:1]([NH:7][S:8]([C:11]1[C:16]([Cl:17])=[CH:15][CH:14]=[C:13]([N+:18]([O-])=O)[C:12]=1[OH:21])(=[O:10])=[O:9])[C@@H:2]1[O:6][CH2:5][CH2:4][CH2:3]1.[H][H]. The catalyst is [Pd]. The product is [CH2:1]([NH:7][S:8]([C:11]1[C:16]([Cl:17])=[CH:15][CH:14]=[C:13]([NH2:18])[C:12]=1[OH:21])(=[O:9])=[O:10])[C@@H:2]1[O:6][CH2:5][CH2:4][CH2:3]1. The yield is 0.940.